This data is from NCI-60 drug combinations with 297,098 pairs across 59 cell lines. The task is: Regression. Given two drug SMILES strings and cell line genomic features, predict the synergy score measuring deviation from expected non-interaction effect. (1) Drug 1: CC12CCC(CC1=CCC3C2CCC4(C3CC=C4C5=CN=CC=C5)C)O. Drug 2: C1C(C(OC1N2C=NC3=C2NC=NCC3O)CO)O. Cell line: NCI-H522. Synergy scores: CSS=6.12, Synergy_ZIP=-1.73, Synergy_Bliss=1.80, Synergy_Loewe=1.59, Synergy_HSA=1.67. (2) Drug 1: C1CCC(CC1)NC(=O)N(CCCl)N=O. Drug 2: CN1C(=O)N2C=NC(=C2N=N1)C(=O)N. Cell line: SR. Synergy scores: CSS=83.9, Synergy_ZIP=9.39, Synergy_Bliss=9.14, Synergy_Loewe=6.30, Synergy_HSA=10.8. (3) Cell line: KM12. Synergy scores: CSS=10.5, Synergy_ZIP=-4.58, Synergy_Bliss=-2.93, Synergy_Loewe=0.548, Synergy_HSA=0.566. Drug 2: CC(C)(C#N)C1=CC(=CC(=C1)CN2C=NC=N2)C(C)(C)C#N. Drug 1: CN(C)N=NC1=C(NC=N1)C(=O)N. (4) Drug 1: CCCS(=O)(=O)NC1=C(C(=C(C=C1)F)C(=O)C2=CNC3=C2C=C(C=N3)C4=CC=C(C=C4)Cl)F. Drug 2: CCN(CC)CCCC(C)NC1=C2C=C(C=CC2=NC3=C1C=CC(=C3)Cl)OC. Cell line: RXF 393. Synergy scores: CSS=32.4, Synergy_ZIP=-0.0965, Synergy_Bliss=9.26, Synergy_Loewe=2.66, Synergy_HSA=11.4. (5) Drug 1: CC(C)CN1C=NC2=C1C3=CC=CC=C3N=C2N. Drug 2: COCCOC1=C(C=C2C(=C1)C(=NC=N2)NC3=CC=CC(=C3)C#C)OCCOC.Cl. Cell line: SF-295. Synergy scores: CSS=-5.93, Synergy_ZIP=4.56, Synergy_Bliss=4.23, Synergy_Loewe=-5.22, Synergy_HSA=-4.55.